The task is: Predict the reactants needed to synthesize the given product.. This data is from Full USPTO retrosynthesis dataset with 1.9M reactions from patents (1976-2016). (1) Given the product [NH2:1][C:2](=[N:9][NH2:10])[C:3]([O:5][CH2:6][CH3:7])=[O:4], predict the reactants needed to synthesize it. The reactants are: [NH2:1][C:2](=S)[C:3]([O:5][CH2:6][CH3:7])=[O:4].[NH2:9][NH2:10].C1COCC1. (2) Given the product [C:35]([S:1][C@H:2]1[CH2:6][N:5]([S:7]([C:10]2[CH:19]=[CH:18][C:17]3[C:12](=[CH:13][CH:14]=[CH:15][CH:16]=3)[CH:11]=2)(=[O:9])=[O:8])[C@H:4]([C:20]([N:22]([CH2:31][C:32]([OH:34])=[O:33])[CH2:23][CH2:24][C:25]2[CH:30]=[CH:29][CH:28]=[CH:27][CH:26]=2)=[O:21])[CH2:3]1)(=[O:37])[CH3:36], predict the reactants needed to synthesize it. The reactants are: [SH:1][C@H:2]1[CH2:6][N:5]([S:7]([C:10]2[CH:19]=[CH:18][C:17]3[C:12](=[CH:13][CH:14]=[CH:15][CH:16]=3)[CH:11]=2)(=[O:9])=[O:8])[C@H:4]([C:20]([N:22]([CH2:31][C:32]([OH:34])=[O:33])[CH2:23][CH2:24][C:25]2[CH:30]=[CH:29][CH:28]=[CH:27][CH:26]=2)=[O:21])[CH2:3]1.[C:35](Cl)(=[O:37])[CH3:36]. (3) Given the product [F:9][C:10]1[CH:11]=[C:12]([CH:16]=[C:17]([F:21])[C:18]=1[CH:19]=[O:20])[C:13]([O:15][CH3:1])=[O:14], predict the reactants needed to synthesize it. The reactants are: [C:1]([O-])([O-])=O.[K+].[K+].CI.[F:9][C:10]1[CH:11]=[C:12]([CH:16]=[C:17]([F:21])[C:18]=1[CH:19]=[O:20])[C:13]([OH:15])=[O:14].O. (4) Given the product [Cl:13][C:14]1[CH:19]=[C:18]([F:20])[CH:17]=[CH:16][C:15]=1[S:21]([NH:1][C:2]1[CH:11]=[CH:10][C:5]([C:6]([O:8][CH3:9])=[O:7])=[C:4]([OH:12])[CH:3]=1)(=[O:23])=[O:22], predict the reactants needed to synthesize it. The reactants are: [NH2:1][C:2]1[CH:3]=[C:4]([OH:12])[C:5](=[CH:10][CH:11]=1)[C:6]([O:8][CH3:9])=[O:7].[Cl:13][C:14]1[CH:19]=[C:18]([F:20])[CH:17]=[CH:16][C:15]=1[S:21](Cl)(=[O:23])=[O:22].N1C=CC=CC=1.C(O)(C(F)(F)F)=O. (5) Given the product [Cl:1][C:2]1[CH:3]=[C:4]([C:9]2[CH:10]=[C:11]([C:12]([F:15])([F:14])[F:13])[N:20]3[N:21]=[CH:22][C:23]([C:24]#[N:25])=[C:19]3[N:18]=2)[CH:5]=[CH:6][C:7]=1[Cl:8], predict the reactants needed to synthesize it. The reactants are: [Cl:1][C:2]1[CH:3]=[C:4]([C:9](=O)[CH2:10][C:11](=O)[C:12]([F:15])([F:14])[F:13])[CH:5]=[CH:6][C:7]=1[Cl:8].[NH2:18][C:19]1[C:23]([C:24]#[N:25])=[CH:22][NH:21][N:20]=1.